This data is from Full USPTO retrosynthesis dataset with 1.9M reactions from patents (1976-2016). The task is: Predict the reactants needed to synthesize the given product. (1) Given the product [CH:1]1([NH:12][C:15](=[O:24])[O:38][C:34]([CH3:37])([CH3:36])[CH3:35])[CH2:6][CH2:5][CH:4]=[CH:3][CH2:2]1, predict the reactants needed to synthesize it. The reactants are: [CH:1]1(C(O)=O)[CH2:6][CH2:5][CH:4]=[CH:3][CH2:2]1.C([N:12]([CH2:15]C)CC)C.C1(P(N=[N+]=[N-])(C2C=CC=CC=2)=[O:24])C=CC=CC=1.[C:34]([OH:38])([CH3:37])([CH3:36])[CH3:35]. (2) The reactants are: [CH3:1][O:2][C:3]([C:5]1[S:6][CH:7]=[CH:8][C:9]=1[OH:10])=[O:4].[C:11]([O-])([O-])=O.[K+].[K+].CI. Given the product [CH3:11][O:10][C:9]1[CH:8]=[CH:7][S:6][C:5]=1[C:3]([O:2][CH3:1])=[O:4], predict the reactants needed to synthesize it. (3) Given the product [CH3:8][C:6]1[CH:7]=[C:2]([NH:1][C:28]2[N:33]=[C:32]([C:34](=[O:36])[CH3:35])[CH:31]=[CH:30][N:29]=2)[CH:3]=[C:4]([C:9]2[S:13][C:12]([C:14]([OH:20])([CH3:19])[C:15]([F:18])([F:17])[F:16])=[N:11][CH:10]=2)[CH:5]=1, predict the reactants needed to synthesize it. The reactants are: [NH2:1][C:2]1[CH:3]=[C:4]([C:9]2[S:13][C:12]([C:14]([OH:20])([CH3:19])[C:15]([F:18])([F:17])[F:16])=[N:11][CH:10]=2)[CH:5]=[C:6]([CH3:8])[CH:7]=1.C(=O)([O-])[O-].[Cs+].[Cs+].Cl[C:28]1[N:33]=[C:32]([C:34](=[O:36])[CH3:35])[CH:31]=[CH:30][N:29]=1.CC1(C)C2C(=C(P(C3C=CC=CC=3)C3C=CC=CC=3)C=CC=2)OC2C(P(C3C=CC=CC=3)C3C=CC=CC=3)=CC=CC1=2. (4) Given the product [F:13][C:10]1[CH:11]=[C:12]2[C:7]([CH2:6][CH2:5][CH:4]2[NH2:3])=[CH:8][CH:9]=1, predict the reactants needed to synthesize it. The reactants are: CO[N:3]=[C:4]1[C:12]2[C:7](=[CH:8][CH:9]=[C:10]([F:13])[CH:11]=2)[CH2:6][CH2:5]1. (5) Given the product [CH3:15][N:14]([CH3:16])[C:12]1[CH:11]=[CH:10][C:8]2[CH:9]=[C:4]([C:1](=[C:19]([C:18]#[N:22])[C:20]#[N:21])[CH3:2])[C:5](=[O:17])[O:6][C:7]=2[CH:13]=1, predict the reactants needed to synthesize it. The reactants are: [C:1]([C:4]1[C:5](=[O:17])[O:6][C:7]2[CH:13]=[C:12]([N:14]([CH3:16])[CH3:15])[CH:11]=[CH:10][C:8]=2[CH:9]=1)(=O)[CH3:2].[C:18](#[N:22])[CH2:19][C:20]#[N:21]. (6) Given the product [CH3:15][O:16][C:17]1[CH:24]=[CH:23][C:20]([CH2:21][NH:6][C:5]2[CH:7]=[CH:8][C:9]([C:10]3[O:14][CH:13]=[N:12][CH:11]=3)=[C:3]([O:2][CH3:1])[CH:4]=2)=[CH:19][CH:18]=1, predict the reactants needed to synthesize it. The reactants are: [CH3:1][O:2][C:3]1[CH:4]=[C:5]([CH:7]=[CH:8][C:9]=1[C:10]1[O:14][CH:13]=[N:12][CH:11]=1)[NH2:6].[CH3:15][O:16][C:17]1[CH:24]=[CH:23][C:20]([CH:21]=O)=[CH:19][CH:18]=1. (7) The reactants are: Br[Si](C)(C)C.C([N:9](C(C)C)[C:10]1[N:15]=[CH:14][N:13]([CH2:16][C@H:17]([O:20][CH2:21][P:22]([OH:25])([OH:24])=[O:23])[CH2:18][OH:19])[C:12](=[O:26])[N:11]=1)(C)C. Given the product [OH:19][CH2:18][C@@H:17]([O:20][CH2:21][P:22]([OH:24])([OH:25])=[O:23])[CH2:16][N:13]1[CH:14]=[N:15][C:10]([NH2:9])=[N:11][C:12]1=[O:26], predict the reactants needed to synthesize it. (8) Given the product [C:16]([NH:11][CH2:12][C:13]([OH:15])=[O:14])(=[O:17])[C:4]1[CH:9]=[CH:8][CH:7]=[CH:6][CH:5]=1, predict the reactants needed to synthesize it. The reactants are: [N+]([C:4]1[CH:9]=[CH:8][CH:7]=[CH:6][C:5]=1O)([O-])=O.[NH2:11][CH2:12][C:13]([OH:15])=[O:14].[C:16]([O-])(O)=[O:17].[Na+].